Dataset: Reaction yield outcomes from USPTO patents with 853,638 reactions. Task: Predict the reaction yield, written as a fraction of the theoretical maximum amount of product (1.0 means a 100% yield; for example, 0.34 means a 34% yield). The reactants are [C:1]1([S:7]([N:10]2[C:18]3[C:13](=[CH:14][CH:15]=[CH:16][CH:17]=3)[C:12]([C:19]3[C:24]([Cl:25])=[CH:23][N:22]=[C:21]([NH:26][C:27]4[CH:32]=[C:31]([N+:33]([O-])=O)[C:30]([C:36]5[CH2:37][CH2:38][N:39]([CH3:42])[CH2:40][CH:41]=5)=[CH:29][C:28]=4[O:43][CH3:44])[N:20]=3)=[CH:11]2)(=[O:9])=[O:8])[CH:6]=[CH:5][CH:4]=[CH:3][CH:2]=1.[NH4+].[Cl-]. The catalyst is C(O)C.O.[Fe]. The product is [C:1]1([S:7]([N:10]2[C:18]3[C:13](=[CH:14][CH:15]=[CH:16][CH:17]=3)[C:12]([C:19]3[C:24]([Cl:25])=[CH:23][N:22]=[C:21]([NH:26][C:27]4[CH:32]=[C:31]([NH2:33])[C:30]([C:36]5[CH2:37][CH2:38][N:39]([CH3:42])[CH2:40][CH:41]=5)=[CH:29][C:28]=4[O:43][CH3:44])[N:20]=3)=[CH:11]2)(=[O:8])=[O:9])[CH:2]=[CH:3][CH:4]=[CH:5][CH:6]=1. The yield is 1.40.